This data is from Forward reaction prediction with 1.9M reactions from USPTO patents (1976-2016). The task is: Predict the product of the given reaction. The product is: [C:12]([O:16][C:17]([N:19]1[CH2:20][CH2:21][CH:22]([N:25]([CH2:2][C:3]2[C:11]3[C:7](=[N:8][S:9][N:10]=3)[CH:6]=[CH:5][CH:4]=2)[CH2:26][CH:27]([CH3:29])[CH3:28])[CH2:23][CH2:24]1)=[O:18])([CH3:15])([CH3:14])[CH3:13]. Given the reactants Br[CH2:2][C:3]1[C:11]2[C:7](=[N:8][S:9][N:10]=2)[CH:6]=[CH:5][CH:4]=1.[C:12]([O:16][C:17]([N:19]1[CH2:24][CH2:23][CH:22]([NH:25][CH2:26][CH:27]([CH3:29])[CH3:28])[CH2:21][CH2:20]1)=[O:18])([CH3:15])([CH3:14])[CH3:13].C(=O)([O-])[O-].[K+].[K+].[I-].[Na+].C(=O)(O)[O-].[Na+], predict the reaction product.